This data is from Forward reaction prediction with 1.9M reactions from USPTO patents (1976-2016). The task is: Predict the product of the given reaction. (1) The product is: [O:31]=[C:27]1[CH2:26][C:25]2[C:29](=[CH:30][C:22]([C:20]([C:19]3[CH:18]=[C:17]([NH:16][C:9]([C:7]4[S:8][C:4]([C:1](=[O:3])[CH3:2])=[CH:5][CH:6]=4)=[O:11])[CH:34]=[CH:33][CH:32]=3)=[O:21])=[CH:23][CH:24]=2)[NH:28]1. Given the reactants [C:1]([C:4]1[S:8][C:7]([C:9]([OH:11])=O)=[CH:6][CH:5]=1)(=[O:3])[CH3:2].S(Cl)(Cl)=O.[NH2:16][C:17]1[CH:18]=[C:19]([CH:32]=[CH:33][CH:34]=1)[C:20]([C:22]1[CH:30]=[C:29]2[C:25]([CH2:26][C:27](=[O:31])[NH:28]2)=[CH:24][CH:23]=1)=[O:21], predict the reaction product. (2) Given the reactants [NH2:1][CH2:2][CH2:3][CH2:4][S:5]([NH:8][C:9]1[CH:14]=[C:13]([C:15]([N:17]2[CH2:22][CH2:21][CH:20]([C:23]3[CH:28]=[CH:27][C:26]([C:29]#[N:30])=[CH:25][CH:24]=3)[CH2:19][CH2:18]2)=[O:16])[CH:12]=[CH:11][C:10]=1[CH3:31])(=[O:7])=[O:6].[CH3:32][CH:33]([S:35](Cl)(=[O:37])=[O:36])[CH3:34], predict the reaction product. The product is: [C:29]([C:26]1[CH:25]=[CH:24][C:23]([CH:20]2[CH2:21][CH2:22][N:17]([C:15]([C:13]3[CH:12]=[CH:11][C:10]([CH3:31])=[C:9]([NH:8][S:5]([CH2:4][CH2:3][CH2:2][NH:1][S:35]([CH:33]([CH3:34])[CH3:32])(=[O:37])=[O:36])(=[O:7])=[O:6])[CH:14]=3)=[O:16])[CH2:18][CH2:19]2)=[CH:28][CH:27]=1)#[N:30]. (3) Given the reactants [C:1]([C:5]1[N:10]=[CH:9][C:8]([C:11]2[N:12]([C:32](Cl)=[O:33])[C@@:13]([C:25]3[CH:30]=[CH:29][C:28]([Cl:31])=[CH:27][CH:26]=3)([CH3:24])[C@@:14]([C:17]3[CH:22]=[CH:21][C:20]([Cl:23])=[CH:19][CH:18]=3)([CH3:16])[N:15]=2)=[C:7]([O:35][CH2:36][CH3:37])[CH:6]=1)([CH3:4])([CH3:3])[CH3:2].[F:38][C:39]([F:49])([F:48])[CH2:40][CH2:41][N:42]1[CH2:47][CH2:46][NH:45][CH2:44][CH2:43]1, predict the reaction product. The product is: [C:1]([C:5]1[N:10]=[CH:9][C:8]([C:11]2[N:12]([C:32]([N:45]3[CH2:44][CH2:43][N:42]([CH2:41][CH2:40][C:39]([F:48])([F:49])[F:38])[CH2:47][CH2:46]3)=[O:33])[C@@:13]([C:25]3[CH:30]=[CH:29][C:28]([Cl:31])=[CH:27][CH:26]=3)([CH3:24])[C@@:14]([C:17]3[CH:18]=[CH:19][C:20]([Cl:23])=[CH:21][CH:22]=3)([CH3:16])[N:15]=2)=[C:7]([O:35][CH2:36][CH3:37])[CH:6]=1)([CH3:2])([CH3:3])[CH3:4].